Regression. Given a peptide amino acid sequence and an MHC pseudo amino acid sequence, predict their binding affinity value. This is MHC class I binding data. From a dataset of Peptide-MHC class I binding affinity with 185,985 pairs from IEDB/IMGT. (1) The binding affinity (normalized) is 0.0463. The peptide sequence is AMVTLRKER. The MHC is HLA-A02:01 with pseudo-sequence HLA-A02:01. (2) The binding affinity (normalized) is 0. The peptide sequence is DTSPTKRCR. The MHC is HLA-A03:01 with pseudo-sequence HLA-A03:01. (3) The peptide sequence is AMDEFIQRY. The MHC is HLA-A23:01 with pseudo-sequence HLA-A23:01. The binding affinity (normalized) is 0.0841. (4) The peptide sequence is ATCGIFALIS. The MHC is Mamu-A01 with pseudo-sequence Mamu-A01. The binding affinity (normalized) is 0.390.